This data is from Full USPTO retrosynthesis dataset with 1.9M reactions from patents (1976-2016). The task is: Predict the reactants needed to synthesize the given product. (1) Given the product [CH3:36][S:37]([NH:1][C:2]1[C:7]2[C:8]([NH:21][C:22]([C@H:24]3[CH2:25][CH2:26][C@H:27]([N:30]4[CH2:34][CH2:33][CH2:32][C:31]4=[O:35])[CH2:28][CH2:29]3)=[O:23])=[C:9]([C:11]([NH:13][C:14]3[CH:19]=[CH:18][C:17]([Cl:20])=[CH:16][N:15]=3)=[O:12])[O:10][C:6]=2[CH:5]=[CH:4][CH:3]=1)(=[O:39])=[O:38], predict the reactants needed to synthesize it. The reactants are: [NH2:1][C:2]1[C:7]2[C:8]([NH:21][C:22]([C@H:24]3[CH2:29][CH2:28][C@H:27]([N:30]4[CH2:34][CH2:33][CH2:32][C:31]4=[O:35])[CH2:26][CH2:25]3)=[O:23])=[C:9]([C:11]([NH:13][C:14]3[CH:19]=[CH:18][C:17]([Cl:20])=[CH:16][N:15]=3)=[O:12])[O:10][C:6]=2[CH:5]=[CH:4][CH:3]=1.[CH3:36][S:37](Cl)(=[O:39])=[O:38].O. (2) Given the product [Br:9][C:10]1[S:14][C:13]([CH:15]2[N:16]([CH3:17])[C:3](=[O:2])[C:4](=[CH2:5])[CH2:6]2)=[CH:12][CH:11]=1, predict the reactants needed to synthesize it. The reactants are: C[O:2][C:3](=O)[C:4]([CH2:6]Br)=[CH2:5].[Br:9][C:10]1[S:14][C:13]([CH:15]=[N:16][CH3:17])=[CH:12][CH:11]=1.[NH4+].[Cl-]. (3) Given the product [OH:12][C:8]1[C:7]([OH:13])=[CH:6][C:3]([C:4]#[N:5])=[C:2]([S:24][C:15]2[CH:16]=[CH:17][C:18]3[C:23](=[CH:22][CH:21]=[CH:20][CH:19]=3)[CH:14]=2)[C:9]=1[C:10]#[N:11], predict the reactants needed to synthesize it. The reactants are: Br[C:2]1[C:9]([C:10]#[N:11])=[C:8]([OH:12])[C:7]([OH:13])=[CH:6][C:3]=1[C:4]#[N:5].[CH:14]1[C:23]2[C:18](=[CH:19][CH:20]=[CH:21][CH:22]=2)[CH:17]=[CH:16][C:15]=1[SH:24]. (4) The reactants are: [CH3:1][C:2]([CH3:26])([CH3:25])[C:3]#[C:4][C:5]1[S:9][C:8]([C:10]([O:12][CH3:13])=[O:11])=[C:7]([NH:14][C@H:15]2[CH2:19][CH2:18][N:17]([CH2:20][CH2:21][O:22][CH3:23])[C:16]2=[O:24])[CH:6]=1.N1C=CC=CC=1.[CH3:33][CH:34]1[CH2:39][CH2:38][CH:37]([C:40](Cl)=[O:41])[CH2:36][CH2:35]1. Given the product [CH3:1][C:2]([CH3:26])([CH3:25])[C:3]#[C:4][C:5]1[S:9][C:8]([C:10]([O:12][CH3:13])=[O:11])=[C:7]([N:14]([C@H:15]2[CH2:19][CH2:18][N:17]([CH2:20][CH2:21][O:22][CH3:23])[C:16]2=[O:24])[C:40]([C@H:37]2[CH2:38][CH2:39][C@H:34]([CH3:33])[CH2:35][CH2:36]2)=[O:41])[CH:6]=1, predict the reactants needed to synthesize it.